This data is from Forward reaction prediction with 1.9M reactions from USPTO patents (1976-2016). The task is: Predict the product of the given reaction. (1) The product is: [C:10]([O:14][C:15](=[O:42])[C@@H:16]([CH2:35][C:36]1[CH:37]=[CH:38][CH:39]=[CH:40][CH:41]=1)[NH:17][C:18](=[O:34])[NH:19][N:20]=[C:21]([C:28]1[CH:33]=[CH:32][CH:31]=[CH:30][CH:29]=1)[C:22]1[CH:27]=[CH:26][CH:25]=[CH:24][CH:23]=1)([CH3:13])([CH3:11])[CH3:12].[CH:54]([NH:57][C:58](=[O:85])[C@@H:59]([CH2:78][C:79]1[CH:80]=[CH:81][CH:82]=[CH:83][CH:84]=1)[NH:60][C:61](=[O:77])[NH:62][N:63]=[C:64]([C:71]1[CH:76]=[CH:75][CH:74]=[CH:73][CH:72]=1)[C:65]1[CH:70]=[CH:69][CH:68]=[CH:67][CH:66]=1)([CH3:56])[CH3:55].[CH:54]([NH:57][C:58](=[O:85])[C@@H:59]([CH2:78][C:79]1[CH:80]=[CH:81][CH:82]=[CH:83][CH:84]=1)[NH:60][C:61](=[O:77])[C:50](=[C:21]([C:22]1[CH:23]=[CH:24][CH:25]=[CH:26][CH:27]=1)[C:28]1[CH:29]=[CH:30][CH:31]=[CH:32][CH:33]=1)[NH:53][NH:9][C:1]#[CH:2])([CH3:55])[CH3:56]. Given the reactants [C:1]([NH2:9])(=O)[C:2]1C=CC=CC=1.[C:10]([O:14][C:15](=[O:42])[C@@H:16]([CH2:35][C:36]1[CH:41]=[CH:40][CH:39]=[CH:38][CH:37]=1)[NH:17][C:18](=[O:34])[NH:19][N:20]=[C:21]([C:28]1[CH:33]=[CH:32][CH:31]=[CH:30][CH:29]=1)[C:22]1[CH:27]=[CH:26][CH:25]=[CH:24][CH:23]=1)([CH3:13])([CH3:12])[CH3:11].C(O)(C(F)(F)F)=O.[CH:50]([NH2:53])(C)C.[CH:54]([NH:57][C:58](=[O:85])[C@@H:59]([CH2:78][C:79]1[CH:84]=[CH:83][CH:82]=[CH:81][CH:80]=1)[NH:60][C:61](=[O:77])[NH:62][N:63]=[C:64]([C:71]1[CH:76]=[CH:75][CH:74]=[CH:73][CH:72]=1)[C:65]1[CH:70]=[CH:69][CH:68]=[CH:67][CH:66]=1)([CH3:56])[CH3:55], predict the reaction product. (2) Given the reactants [CH3:1][N:2]([CH2:4][CH2:5][CH2:6][C:7]1([C:17]2[CH:22]=[CH:21][C:20]([F:23])=[CH:19][CH:18]=2)[O:11][CH2:10][C:9]2[CH:12]=[C:13](Br)[CH:14]=[CH:15][C:8]1=2)[CH3:3].[C-:24]#[N:25].[Na+].O=O.[C:29]([OH:34])(=[O:33])[C:30]([OH:32])=[O:31], predict the reaction product. The product is: [CH3:1][N:2]([CH2:4][CH2:5][CH2:6][C@@:7]1([C:17]2[CH:22]=[CH:21][C:20]([F:23])=[CH:19][CH:18]=2)[O:11][CH2:10][C:9]2[CH:12]=[C:13]([C:24]#[N:25])[CH:14]=[CH:15][C:8]1=2)[CH3:3].[C:30]([OH:32])([C:29]([OH:34])=[O:33])=[O:31]. (3) Given the reactants [C:1]([C:5]1[CH:10]=[CH:9][C:8]([C:11]([C:19]2[CH:24]=[CH:23][C:22]([Cl:25])=[C:21]([O:26][CH3:27])[N:20]=2)=[CH:12][C@@H:13]2[NH:17][C:16](=[O:18])[CH2:15][CH2:14]2)=[CH:7][CH:6]=1)([CH3:4])([CH3:3])[CH3:2].[H][H], predict the reaction product. The product is: [C:1]([C:5]1[CH:6]=[CH:7][C:8]([CH:11]([C:19]2[CH:24]=[CH:23][C:22]([Cl:25])=[C:21]([O:26][CH3:27])[N:20]=2)[CH2:12][C@@H:13]2[NH:17][C:16](=[O:18])[CH2:15][CH2:14]2)=[CH:9][CH:10]=1)([CH3:4])([CH3:2])[CH3:3].